The task is: Predict the reactants needed to synthesize the given product.. This data is from Full USPTO retrosynthesis dataset with 1.9M reactions from patents (1976-2016). (1) The reactants are: [H-].[Na+].[C:3]1([OH:9])[CH:8]=[CH:7][CH:6]=[CH:5][CH:4]=1.Cl[C:11]1[C:12](=[O:19])[N:13]([CH3:18])[C:14](=[O:17])[C:15]=1Cl. Given the product [CH3:18][N:13]1[C:14](=[O:17])[C:15]([O:9][C:3]2[CH:8]=[CH:7][CH:6]=[CH:5][CH:4]=2)=[C:11]([O:9][C:3]2[CH:8]=[CH:7][CH:6]=[CH:5][CH:4]=2)[C:12]1=[O:19], predict the reactants needed to synthesize it. (2) Given the product [O:1]([CH:19]([CH3:24])[CH2:20][CH2:21][CH2:22][O:23][S:31]([C:34]1[CH:40]=[CH:39][C:37]([CH3:38])=[CH:36][CH:35]=1)(=[O:33])=[O:32])[Si:2]([C:15]([CH3:16])([CH3:17])[CH3:18])([C:9]1[CH:10]=[CH:11][CH:12]=[CH:13][CH:14]=1)[C:3]1[CH:8]=[CH:7][CH:6]=[CH:5][CH:4]=1, predict the reactants needed to synthesize it. The reactants are: [O:1]([CH:19]([CH3:24])[CH2:20][CH2:21][CH2:22][OH:23])[Si:2]([C:15]([CH3:18])([CH3:17])[CH3:16])([C:9]1[CH:14]=[CH:13][CH:12]=[CH:11][CH:10]=1)[C:3]1[CH:8]=[CH:7][CH:6]=[CH:5][CH:4]=1.N1C=CC=CC=1.[S:31](Cl)([C:34]1[CH:40]=[CH:39][C:37]([CH3:38])=[CH:36][CH:35]=1)(=[O:33])=[O:32]. (3) Given the product [NH2:8][C:5]1[N:4]([C:9]2[CH:14]=[CH:13][CH:12]=[CH:11][CH:10]=2)[N:3]=[C:2]([C:20]2[CH:19]=[CH:18][C:17](=[O:31])[N:16]([CH3:15])[CH:21]=2)[C:6]=1[CH3:7], predict the reactants needed to synthesize it. The reactants are: Br[C:2]1[C:6]([CH3:7])=[C:5]([NH2:8])[N:4]([C:9]2[CH:14]=[CH:13][CH:12]=[CH:11][CH:10]=2)[N:3]=1.[CH3:15][N:16]1[CH:21]=[C:20](B2OC(C)(C)C(C)(C)O2)[CH:19]=[CH:18][C:17]1=[O:31].C([O-])([O-])=O.[K+].[K+].O. (4) Given the product [C:14]([O:13][C:12](=[O:18])[NH:11][C:3]1([C:1]#[C:2][C:31]2[CH:32]=[CH:33][C:28]([Br:27])=[CH:29][CH:30]=2)[CH2:8][O:7][C:6]([CH3:10])([CH3:9])[O:5][CH2:4]1)([CH3:17])([CH3:16])[CH3:15], predict the reactants needed to synthesize it. The reactants are: [C:1]([C:3]1([NH:11][C:12](=[O:18])[O:13][C:14]([CH3:17])([CH3:16])[CH3:15])[CH2:8][O:7][C:6]([CH3:10])([CH3:9])[O:5][CH2:4]1)#[CH:2].C#CCCCCCC.[Br:27][C:28]1[CH:33]=[CH:32][C:31](I)=[CH:30][CH:29]=1.IC1C=C2C(=CC=1)CN(C(C1C=CC=CC=1)(C1C=CC=CC=1)C1C=CC=CC=1)C2.